From a dataset of Forward reaction prediction with 1.9M reactions from USPTO patents (1976-2016). Predict the product of the given reaction. (1) Given the reactants C(OC(N1CCC([C:14]2[C:22]3[C:17](=[N:18][CH:19]=[CH:20][CH:21]=3)[NH:16][CH:15]=2)CC1)=O)(C)(C)C.Br[CH2:24][C:25]1[S:26][CH:27]=[CH:28][CH:29]=1, predict the reaction product. The product is: [N:18]1([C:14]2[C:22]3[C:17](=[N:18][CH:19]=[CH:20][CH:21]=3)[N:16]([CH2:24][C:25]3[S:26][CH:27]=[CH:28][CH:29]=3)[CH:15]=2)[CH2:19][CH2:20][CH2:21][CH2:22][CH2:17]1. (2) Given the reactants [CH2:1]([O:8][C:9]1[C:10]([F:29])=[C:11]([CH:23]=[CH:24][C:25]=1[N+:26]([O-])=O)[O:12][C:13]1[CH:14]=[CH:15][C:16]([S:19]([CH3:22])(=[O:21])=[O:20])=[N:17][CH:18]=1)[C:2]1[CH:7]=[CH:6][CH:5]=[CH:4][CH:3]=1.[Cl-].[Ca+2].[Cl-].C(O)C, predict the reaction product. The product is: [CH2:1]([O:8][C:9]1[C:10]([F:29])=[C:11]([O:12][C:13]2[CH:18]=[N:17][C:16]([S:19]([CH3:22])(=[O:21])=[O:20])=[CH:15][CH:14]=2)[CH:23]=[CH:24][C:25]=1[NH2:26])[C:2]1[CH:7]=[CH:6][CH:5]=[CH:4][CH:3]=1. (3) Given the reactants [CH3:1][O:2][C:3](=[O:19])[CH:4]([C:9]1[CH:14]=[CH:13][C:12]([N+:15]([O-:17])=[O:16])=[C:11](Br)[CH:10]=1)[C:5]([O:7][CH3:8])=[O:6].[C:20]1(B(O)O)[CH2:25][CH2:24][CH2:23][CH2:22][CH:21]=1.[O-]P([O-])([O-])=O.[K+].[K+].[K+].CCOC(C)=O, predict the reaction product. The product is: [CH3:1][O:2][C:3](=[O:19])[CH:4]([C:9]1[CH:14]=[CH:13][C:12]([N+:15]([O-:17])=[O:16])=[C:11]([C:20]2[CH2:25][CH2:24][CH2:23][CH2:22][CH:21]=2)[CH:10]=1)[C:5]([O:7][CH3:8])=[O:6]. (4) Given the reactants [Cl:1][C:2]1[CH:26]=[CH:25][C:24]([Cl:27])=[CH:23][C:3]=1[O:4][C:5]1[CH:10]=[CH:9][N:8]=[CH:7][C:6]=1[C:11](N1C2C(=CC=CC=2)CCC1)=[O:12].[NH2:28][C:29]1[C:30]([O:35][CH3:36])=[N:31][CH:32]=[CH:33][CH:34]=1, predict the reaction product. The product is: [Cl:1][C:2]1[CH:26]=[CH:25][C:24]([Cl:27])=[CH:23][C:3]=1[O:4][C:5]1[C:6]([C:11]([NH:28][C:29]2[C:30]([O:35][CH3:36])=[N:31][CH:32]=[CH:33][CH:34]=2)=[O:12])=[CH:7][N:8]=[CH:9][CH:10]=1. (5) Given the reactants Cl.[C:2]1([CH:8]([C:40]2[CH:45]=[CH:44][CH:43]=[CH:42][CH:41]=2)[CH2:9][N:10]([CH2:28][C:29]2[CH:34]=[CH:33][CH:32]=[C:31]([C:35]([F:38])([F:37])[F:36])[C:30]=2[Cl:39])[CH2:11][CH2:12][CH2:13][O:14][C:15]2[C:16](C)([CH3:26])C(C(C)C(O)=O)[CH:18]=[CH:19][CH:20]=2)[CH:7]=[CH:6][CH:5]=[CH:4][CH:3]=1.CC[N:48](CC)CC.[CH2:53](OC([Cl:60])=O)[CH:54]([CH3:56])[CH3:55].[N-]=[N+]=[N-].[Na+], predict the reaction product. The product is: [ClH:39].[ClH:60].[C:2]1([CH:8]([C:40]2[CH:41]=[CH:42][CH:43]=[CH:44][CH:45]=2)[CH2:9][N:10]([CH2:11][CH2:12][CH2:13][O:14][C:15]2[CH:20]=[CH:19][CH:18]=[C:26]([CH2:53][C:54]([CH3:56])([NH2:48])[CH3:55])[CH:16]=2)[CH2:28][C:29]2[CH:34]=[CH:33][CH:32]=[C:31]([C:35]([F:38])([F:36])[F:37])[C:30]=2[Cl:39])[CH:7]=[CH:6][CH:5]=[CH:4][CH:3]=1.